Dataset: Full USPTO retrosynthesis dataset with 1.9M reactions from patents (1976-2016). Task: Predict the reactants needed to synthesize the given product. (1) Given the product [Cl:33][C:22]1[CH:21]=[C:20]([NH:19][C:11]2[C:10]3[C:15](=[CH:16][C:7](/[CH:43]=[CH:44]/[CH2:45][CH2:46][OH:47])=[C:8]([O:34][CH3:35])[CH:9]=3)[N:14]=[CH:13][C:12]=2[C:17]#[N:18])[CH:25]=[CH:24][C:23]=1[S:26][C:27]1[N:28]([CH3:32])[CH:29]=[CH:30][N:31]=1, predict the reactants needed to synthesize it. The reactants are: FC(F)(F)S(O[C:7]1[CH:16]=[C:15]2[C:10]([C:11]([NH:19][C:20]3[CH:25]=[CH:24][C:23]([S:26][C:27]4[N:28]([CH3:32])[CH:29]=[CH:30][N:31]=4)=[C:22]([Cl:33])[CH:21]=3)=[C:12]([C:17]#[N:18])[CH:13]=[N:14]2)=[CH:9][C:8]=1[O:34][CH3:35])(=O)=O.C([Sn](CCCC)(CCCC)/[CH:43]=[CH:44]/[CH2:45][CH2:46][OH:47])CCC. (2) Given the product [C:12]([C:11]1[CH:15]=[CH:16][C:8]([N:4]2[CH2:5][CH2:6][CH2:7][C@@H:2]([NH:1][C:39](=[O:47])[O:40][C:41]3[CH:46]=[CH:45][CH:44]=[CH:43][CH:42]=3)[CH2:3]2)=[N:9][C:10]=1[NH:17][C:18]1[CH:19]=[CH:20][C:21]([C:24]([N:26]2[CH2:31][CH2:30][O:29][CH2:28][CH2:27]2)=[O:25])=[CH:22][CH:23]=1)(=[O:13])[NH2:14], predict the reactants needed to synthesize it. The reactants are: [NH2:1][C@@H:2]1[CH2:7][CH2:6][CH2:5][N:4]([C:8]2[CH:16]=[CH:15][C:11]([C:12]([NH2:14])=[O:13])=[C:10]([NH:17][C:18]3[CH:23]=[CH:22][C:21]([C:24]([N:26]4[CH2:31][CH2:30][O:29][CH2:28][CH2:27]4)=[O:25])=[CH:20][CH:19]=3)[N:9]=2)[CH2:3]1.CCN(CC)CC.[C:39](Cl)(=[O:47])[O:40][C:41]1[CH:46]=[CH:45][CH:44]=[CH:43][CH:42]=1. (3) Given the product [N+:3]([C:6]1[CH:7]=[C:8]([CH:12]([CH3:17])[CH2:13][OH:14])[CH:9]=[CH:10][CH:11]=1)([O-:5])=[O:4], predict the reactants needed to synthesize it. The reactants are: [BH4-].[Li+].[N+:3]([C:6]1[CH:7]=[C:8]([CH:12]([CH3:17])[C:13](OC)=[O:14])[CH:9]=[CH:10][CH:11]=1)([O-:5])=[O:4]. (4) Given the product [ClH:22].[F:1][C:2]1[CH:7]=[CH:6][C:5]([N:8]2[CH2:13][CH2:12][CH2:11][C@@H:10]([NH2:14])[CH2:9]2)=[CH:4][CH:3]=1, predict the reactants needed to synthesize it. The reactants are: [F:1][C:2]1[CH:7]=[CH:6][C:5]([N:8]2[CH2:13][CH2:12][CH2:11][C@@H:10]([NH:14]C(=O)OC(C)(C)C)[CH2:9]2)=[CH:4][CH:3]=1.[ClH:22].O1CCOCC1. (5) The reactants are: [N:1]([CH2:4][C:5]([O:7][CH2:8][CH3:9])=[O:6])=[N+:2]=[N-:3].[OH:10][C:11]1[CH:12]=[C:13]([CH:16]=[CH:17][CH:18]=1)[C:14]#N.O=[C:20]1O[C@H]([C@H](CO)O)C([O-])=C1O.[Na+]. Given the product [OH:10][C:11]1[CH:12]=[C:13]([C:14]2[N:3]=[N:2][N:1]([CH2:4][C:5]([O:7][CH2:8][CH3:9])=[O:6])[CH:20]=2)[CH:16]=[CH:17][CH:18]=1, predict the reactants needed to synthesize it.